This data is from Full USPTO retrosynthesis dataset with 1.9M reactions from patents (1976-2016). The task is: Predict the reactants needed to synthesize the given product. Given the product [N:27]1([C:23]2[CH:22]=[CH:21][C:20]([S:17]([C:9]3[NH:8][C:16]4[C:11]([CH:10]=3)=[CH:12][CH:13]=[CH:14][CH:15]=4)(=[O:18])=[O:19])=[CH:25][CH:24]=2)[CH2:32][CH2:31][NH:30][CH2:29][CH2:28]1, predict the reactants needed to synthesize it. The reactants are: C(OC([N:8]1[C:16]2[C:11](=[CH:12][CH:13]=[CH:14][CH:15]=2)[CH:10]=[C:9]1[S:17]([C:20]1[CH:25]=[CH:24][C:23](F)=[CH:22][CH:21]=1)(=[O:19])=[O:18])=O)(C)(C)C.[NH:27]1[CH2:32][CH2:31][NH:30][CH2:29][CH2:28]1.C(OCC)C.CCCCCC.